Dataset: TCR-epitope binding with 47,182 pairs between 192 epitopes and 23,139 TCRs. Task: Binary Classification. Given a T-cell receptor sequence (or CDR3 region) and an epitope sequence, predict whether binding occurs between them. The epitope is ISPRTLNAW. The TCR CDR3 sequence is CASSQAQRGGRDEQFF. Result: 0 (the TCR does not bind to the epitope).